This data is from Reaction yield outcomes from USPTO patents with 853,638 reactions. The task is: Predict the reaction yield, written as a fraction of the theoretical maximum amount of product (1.0 means a 100% yield; for example, 0.34 means a 34% yield). (1) The reactants are CC(O)(C)C.CC[Mg+].[Br-].[NH2:10][C:11]([CH2:17][C:18]([O:20][CH3:21])=[O:19])=[CH:12][C:13]([O:15][CH3:16])=[O:14].[Cl:22][C:23]1[CH:28]=[CH:27][CH:26]=[C:25]([Cl:29])[C:24]=1[CH:30]=[C:31]([C:36](=O)[CH2:37][CH2:38][C:39]1[S:40][CH:41]=[CH:42][N:43]=1)[C:32]([O:34][CH3:35])=[O:33].C(O)(=O)C. The catalyst is C1COCC1. The product is [Cl:22][C:23]1[CH:28]=[CH:27][CH:26]=[C:25]([Cl:29])[C:24]=1[CH:30]1[C:31]([C:32]([O:34][CH3:35])=[O:33])=[C:36]([CH2:37][CH2:38][C:39]2[S:40][CH:41]=[CH:42][N:43]=2)[NH:10][C:11]([CH2:17][C:18]([O:20][CH3:21])=[O:19])=[C:12]1[C:13]([O:15][CH3:16])=[O:14]. The yield is 0.850. (2) The reactants are [F:1][C:2]([F:24])([F:23])[C:3]1[CH:4]=[C:5]([C:13]2[N:17]=[CH:16][N:15](/[CH:18]=[CH:19]\[C:20](O)=[O:21])[N:14]=2)[CH:6]=[C:7]([C:9]([F:12])([F:11])[F:10])[CH:8]=1.Cl.[NH2:26][N:27]1[CH2:31][CH2:30][CH2:29][CH2:28]1.C(P1(=O)OP(CCC)(=O)OP(CCC)(=O)O1)CC.CCN(C(C)C)C(C)C. The catalyst is CCOC(C)=O.C(Cl)Cl. The product is [F:12][C:9]([F:10])([F:11])[C:7]1[CH:6]=[C:5]([C:13]2[N:17]=[CH:16][N:15](/[CH:18]=[CH:19]\[C:20]([NH:26][N:27]3[CH2:31][CH2:30][CH2:29][CH2:28]3)=[O:21])[N:14]=2)[CH:4]=[C:3]([C:2]([F:1])([F:24])[F:23])[CH:8]=1. The yield is 0.0170. (3) No catalyst specified. The product is [F:1][C:2]1[CH:3]=[C:4]([C:5]([N:15]2[C@@H:16]3[C@@H:21]([C:20]4[CH:22]=[CH:23][CH:24]=[CH:25][C:19]=4[CH2:18][CH2:17]3)[CH2:12][CH2:13][CH2:14]2)=[O:7])[CH:8]=[CH:9][C:10]=1[OH:11]. The yield is 0.400. The reactants are [F:1][C:2]1[CH:3]=[C:4]([CH:8]=[CH:9][C:10]=1[OH:11])[C:5]([OH:7])=O.[CH2:12]1[C@H:21]2[C@H:16]([CH2:17][CH2:18][C:19]3[CH:25]=[CH:24][CH:23]=[CH:22][C:20]=32)[NH:15][CH2:14][CH2:13]1.F[P-](F)(F)(F)(F)F.N1(OC(N(C)C)=[N+](C)C)C2N=CC=CC=2N=N1. (4) The reactants are Cl[C:2]1[C:7]([C:8](=[O:42])[CH2:9][N:10]([CH2:33][C:34]2[CH:39]=[C:38]([F:40])[CH:37]=[C:36]([F:41])[CH:35]=2)[C:11]([C:13]2[CH:14]=[N:15][N:16]([C@H:22]3[CH2:27][CH2:26][C@H:25]([C:28]([O:30][CH2:31][CH3:32])=[O:29])[CH2:24][CH2:23]3)[C:17]=2[C:18]([F:21])([F:20])[F:19])=[O:12])=[C:6]([Cl:43])[CH:5]=[CH:4][N:3]=1.[N-:44]=[N+:45]=[N-:46].[Na+]. The catalyst is CN(C=O)C. The product is [N:44]([C:2]1[C:7]([C:8](=[O:42])[CH2:9][N:10]([CH2:33][C:34]2[CH:35]=[C:36]([F:41])[CH:37]=[C:38]([F:40])[CH:39]=2)[C:11]([C:13]2[CH:14]=[N:15][N:16]([C@H:22]3[CH2:23][CH2:24][C@H:25]([C:28]([O:30][CH2:31][CH3:32])=[O:29])[CH2:26][CH2:27]3)[C:17]=2[C:18]([F:20])([F:21])[F:19])=[O:12])=[C:6]([Cl:43])[CH:5]=[CH:4][N:3]=1)=[N+:45]=[N-:46]. The yield is 0.590. (5) The reactants are [CH2:1]([N:8]1[CH2:14][C:13]2[N:15]=[CH:16][C:17](Cl)=[N:18][C:12]=2[O:11][CH2:10][CH2:9]1)[C:2]1[CH:7]=[CH:6][CH:5]=[CH:4][CH:3]=1.[CH3:20][C:21]1[NH:22][CH:23]=[CH:24][N:25]=1.C(=O)([O-])[O-].[Cs+].[Cs+]. The catalyst is CN(C=O)C.[Cu](I)I. The product is [CH2:1]([N:8]1[CH2:14][C:13]2[N:15]=[CH:16][C:17]([N:22]3[CH:23]=[CH:24][N:25]=[C:21]3[CH3:20])=[N:18][C:12]=2[O:11][CH2:10][CH2:9]1)[C:2]1[CH:7]=[CH:6][CH:5]=[CH:4][CH:3]=1. The yield is 0.150. (6) The reactants are [C:1](C1NC=CN=1)(C1NC=CN=1)=[O:2].[CH3:13][O:14][C:15](=[O:37])[C@H:16]([NH:26][C:27]([O:29][CH2:30][C:31]1[CH:36]=[CH:35][CH:34]=[CH:33][CH:32]=1)=[O:28])[CH2:17][C:18]1[CH:23]=[CH:22][C:21]([NH2:24])=[C:20]([OH:25])[CH:19]=1.C(N(C(C)C)CC)(C)C. The catalyst is C(Cl)Cl. The product is [CH3:13][O:14][C:15](=[O:37])[C@H:16]([NH:26][C:27]([O:29][CH2:30][C:31]1[CH:36]=[CH:35][CH:34]=[CH:33][CH:32]=1)=[O:28])[CH2:17][C:18]1[CH:23]=[CH:22][C:21]2[NH:24][C:1](=[O:2])[O:25][C:20]=2[CH:19]=1. The yield is 0.510.